Predict the reaction yield, written as a fraction of the theoretical maximum amount of product (1.0 means a 100% yield; for example, 0.34 means a 34% yield). From a dataset of Reaction yield outcomes from USPTO patents with 853,638 reactions. The reactants are C(OOC(C)(C)C)(C)(C)C.[CH3:11][S:12]([O:15][C:16]1[CH:21]=[CH:20][C:19]([C:22]2([C:30]3[CH:35]=[CH:34][C:33]([F:36])=[C:32]([Br:37])[CH:31]=3)[C:26](=[O:27])[N:25]([CH3:28])[C:24](=S)[NH:23]2)=[CH:18][CH:17]=1)(=[O:14])=[O:13].CO.[OH-].[NH4+:41]. No catalyst specified. The product is [CH3:11][S:12]([O:15][C:16]1[CH:21]=[CH:20][C:19]([C:22]2([C:30]3[CH:35]=[CH:34][C:33]([F:36])=[C:32]([Br:37])[CH:31]=3)[C:26](=[O:27])[N:25]([CH3:28])[C:24]([NH2:41])=[N:23]2)=[CH:18][CH:17]=1)(=[O:14])=[O:13]. The yield is 0.600.